This data is from Catalyst prediction with 721,799 reactions and 888 catalyst types from USPTO. The task is: Predict which catalyst facilitates the given reaction. (1) The catalyst class is: 11. Reactant: [Br:1][C:2]1[CH:7]=[CH:6][C:5]([N:8]2[C:12](C(O)=O)=[C:11]([CH2:16][CH3:17])[N:10]=[N:9]2)=[CH:4][CH:3]=1.C([N:20]([CH2:23]C)CC)C.C1(P(N=[N+]=[N-])(C2C=CC=CC=2)=[O:32])C=CC=CC=1.[F:42][C:43]([F:54])([F:53])[C:44]1[CH:45]=[C:46]([C@H:50]([OH:52])[CH3:51])[CH:47]=[CH:48][CH:49]=1. Product: [F:42][C:43]([F:53])([F:54])[C:44]1[CH:45]=[C:46]([C@H:50]([O:52][C:23](=[O:32])[NH:20][C:12]2[N:8]([C:5]3[CH:4]=[CH:3][C:2]([Br:1])=[CH:7][CH:6]=3)[N:9]=[N:10][C:11]=2[CH2:16][CH3:17])[CH3:51])[CH:47]=[CH:48][CH:49]=1. (2) Reactant: [CH3:1][CH:2]1[CH2:8][C:7]2[CH:9]=[C:10]3[O:15][CH2:14][O:13][C:11]3=[CH:12][C:6]=2[C:5]([C:16]2[CH:21]=[CH:20][C:19]([N+:22]([O-:24])=[O:23])=[CH:18][CH:17]=2)=[N:4][N:3]1C(=S)N.[Br:28][CH2:29][C:30]([OH:32])=O.C1(N=C=NC2CCCCC2)CCCCC1. Product: [Br:28][CH2:29][C:30]([N:3]1[CH:2]([CH3:1])[CH2:8][C:7]2[CH:9]=[C:10]3[O:15][CH2:14][O:13][C:11]3=[CH:12][C:6]=2[C:5]([C:16]2[CH:21]=[CH:20][C:19]([N+:22]([O-:24])=[O:23])=[CH:18][CH:17]=2)=[N:4]1)=[O:32]. The catalyst class is: 9. (3) Reactant: C(Cl)(=O)C(Cl)=[O:3].[Cl:7][C:8]1[CH:17]=[C:16]2[C:11]([C:12]([C:34]3[CH:35]=[C:36]([CH:40]=[CH:41][CH:42]=3)C(O)=O)=[C:13]([CH2:19][C:20]([NH:22][C:23]3[CH:28]=[CH:27][C:26]([F:29])=[CH:25][C:24]=3[C:30]([F:33])([F:32])[F:31])=[O:21])[C:14](=[O:18])[O:15]2)=[CH:10][C:9]=1[CH3:43].C1[CH2:48][O:47][CH2:46][CH2:45]1. Product: [Cl:7][C:8]1[CH:17]=[C:16]2[C:11]([C:12]([C:34]3[CH:35]=[C:36]([CH2:45][C:46]([O:47][CH3:48])=[O:3])[CH:40]=[CH:41][CH:42]=3)=[C:13]([CH2:19][C:20]([NH:22][C:23]3[CH:28]=[CH:27][C:26]([F:29])=[CH:25][C:24]=3[C:30]([F:31])([F:33])[F:32])=[O:21])[C:14](=[O:18])[O:15]2)=[CH:10][C:9]=1[CH3:43]. The catalyst class is: 3. (4) Reactant: [CH2:1]([C:9]1[S:10][CH:11]=[CH:12][CH:13]=1)[CH2:2][CH2:3][CH2:4][CH2:5][CH2:6][CH2:7][CH3:8].[Br:14]N1C(=O)CCC1=O.O. Product: [Br:14][C:11]1[S:10][C:9]([CH2:1][CH2:2][CH2:3][CH2:4][CH2:5][CH2:6][CH2:7][CH3:8])=[CH:13][CH:12]=1. The catalyst class is: 9. (5) Reactant: [Cl:1][C:2]1[CH:7]=[C:6]2[NH:8][C:9](=[O:40])[C:10]3([CH:15]([C:16]4[CH:21]=[C:20]([Cl:22])[CH:19]=[CH:18][C:17]=4[O:23][C:24]([C:27](O)=[O:28])([CH3:26])[CH3:25])[CH2:14][C:13](=[O:30])[NH:12][CH:11]3[C:31]3[CH:36]=[C:35]([CH3:37])[CH:34]=[CH:33][C:32]=3[O:38][CH3:39])[C:5]2=[CH:4][CH:3]=1.C1N=CN(C(N2C=NC=C2)=O)C=1.[CH3:53][S:54]([NH2:57])(=[O:56])=[O:55].[H-].[Na+].Cl. Product: [Cl:22][C:20]1[CH:19]=[CH:18][C:17]([O:23][C:24]([CH3:25])([CH3:26])[C:27]([NH:57][S:54]([CH3:53])(=[O:56])=[O:55])=[O:28])=[C:16]([CH:15]2[CH2:14][C:13](=[O:30])[NH:12][CH:11]([C:31]3[CH:36]=[C:35]([CH3:37])[CH:34]=[CH:33][C:32]=3[O:38][CH3:39])[C:10]32[C:5]2[C:6](=[CH:7][C:2]([Cl:1])=[CH:3][CH:4]=2)[NH:8][C:9]3=[O:40])[CH:21]=1. The catalyst class is: 18. (6) Reactant: [CH3:1][O:2][C:3]1[C:4]([O:14][CH2:15][CH2:16][CH2:17][N:18]2[CH2:23][CH2:22][O:21][CH2:20][CH2:19]2)=[CH:5][C:6]([N+:11]([O-:13])=[O:12])=[C:7]([CH:10]=1)[CH:8]=O.[Br-].[NH:25]1[C:33]2[C:28](=[CH:29][CH:30]=[CH:31][CH:32]=2)[C:27]([CH2:34][P+](C2C=CC=CC=2)(C2C=CC=CC=2)C2C=CC=CC=2)=[N:26]1.C(=O)([O-])[O-].[K+].[K+].O. Product: [CH3:1][O:2][C:3]1[C:4]([O:14][CH2:15][CH2:16][CH2:17][N:18]2[CH2:23][CH2:22][O:21][CH2:20][CH2:19]2)=[CH:5][C:6]([N+:11]([O-:13])=[O:12])=[C:7](/[CH:8]=[CH:34]/[C:27]2[C:28]3[C:33](=[CH:32][CH:31]=[CH:30][CH:29]=3)[NH:25][N:26]=2)[CH:10]=1. The catalyst class is: 5.